Task: Predict the product of the given reaction.. Dataset: Forward reaction prediction with 1.9M reactions from USPTO patents (1976-2016) (1) Given the reactants Br[C:2]1[C:3]([C:16]2[CH:21]=[CH:20][CH:19]=[CH:18][CH:17]=2)=[N:4][C:5]2[C:10]([N:11]=1)=[CH:9][C:8]([C:12]([O:14][CH3:15])=[O:13])=[CH:7][CH:6]=2.Cl.[Cl:23][C:24]1[CH:25]=[C:26]([CH:30]2[CH2:35][CH2:34][NH:33][CH2:32][CH2:31]2)[CH:27]=[CH:28][CH:29]=1.CCN(C(C)C)C(C)C, predict the reaction product. The product is: [Cl:23][C:24]1[CH:25]=[C:26]([CH:30]2[CH2:35][CH2:34][N:33]([C:2]3[C:3]([C:16]4[CH:21]=[CH:20][CH:19]=[CH:18][CH:17]=4)=[N:4][C:5]4[C:10]([N:11]=3)=[CH:9][C:8]([C:12]([O:14][CH3:15])=[O:13])=[CH:7][CH:6]=4)[CH2:32][CH2:31]2)[CH:27]=[CH:28][CH:29]=1. (2) Given the reactants O.O.[Na+].[Br:4][C:5]1[CH:10]=[CH:9][C:8]([S:11]([O-:13])=O)=[CH:7][CH:6]=1.O=S(Cl)Cl.[NH2:18][C@H:19]([C:23]([O:25][CH3:26])=[O:24])[C@@H:20]([CH3:22])[OH:21].Cl.CCN(C(C)C)C(C)C, predict the reaction product. The product is: [CH3:26][O:25][C:23](=[O:24])[C@@H:19]([NH:18][S:11]([C:8]1[CH:7]=[CH:6][C:5]([Br:4])=[CH:10][CH:9]=1)=[O:13])[C@H:20]([OH:21])[CH3:22].